From a dataset of Peptide-MHC class I binding affinity with 185,985 pairs from IEDB/IMGT. Regression. Given a peptide amino acid sequence and an MHC pseudo amino acid sequence, predict their binding affinity value. This is MHC class I binding data. (1) The peptide sequence is TMHQDVATF. The MHC is HLA-A30:01 with pseudo-sequence HLA-A30:01. The binding affinity (normalized) is 0.213. (2) The MHC is HLA-A68:02 with pseudo-sequence HLA-A68:02. The peptide sequence is PACVYGLA. The binding affinity (normalized) is 0. (3) The peptide sequence is GRRPLKNRK. The MHC is HLA-B27:05 with pseudo-sequence HLA-B27:05. The binding affinity (normalized) is 0.0847. (4) The peptide sequence is ASLTTSTL. The MHC is H-2-Kb with pseudo-sequence H-2-Kb. The binding affinity (normalized) is 0.243. (5) The peptide sequence is RQMRASAPL. The binding affinity (normalized) is 0.213. The MHC is HLA-B15:42 with pseudo-sequence HLA-B15:42. (6) The MHC is HLA-B08:01 with pseudo-sequence HLA-B08:01. The peptide sequence is YPASLHKFF. The binding affinity (normalized) is 0.323. (7) The peptide sequence is AALQHLRSI. The MHC is H-2-Kb with pseudo-sequence H-2-Kb. The binding affinity (normalized) is 0.395. (8) The peptide sequence is YRYLRHGKL. The MHC is HLA-A01:01 with pseudo-sequence HLA-A01:01. The binding affinity (normalized) is 0.0847.